This data is from Forward reaction prediction with 1.9M reactions from USPTO patents (1976-2016). The task is: Predict the product of the given reaction. Given the reactants [F:1][C:2]1[CH:3]=[C:4]([C:18]([N:20]2[CH2:25][CH2:24][O:23][CH2:22][CH2:21]2)=[O:19])[CH:5]=[CH:6][C:7]=1[C:8]1[CH:9]=[CH:10][C:11]2[N:12]([C:14](I)=[CH:15][N:16]=2)[N:13]=1.[C:26]([C:28]1[CH:33]=[CH:32][N:31]=[C:30]([NH2:34])[CH:29]=1)#[CH:27].CN(C=[O:39])C, predict the reaction product. The product is: [CH:24]([OH:23])=[O:39].[NH2:34][C:30]1[CH:29]=[C:28]([C:26]#[C:27][C:14]2[N:12]3[N:13]=[C:8]([C:7]4[CH:6]=[CH:5][C:4]([C:18]([N:20]5[CH2:25][CH2:24][O:23][CH2:22][CH2:21]5)=[O:19])=[CH:3][C:2]=4[F:1])[CH:9]=[CH:10][C:11]3=[N:16][CH:15]=2)[CH:33]=[CH:32][N:31]=1.